Dataset: Forward reaction prediction with 1.9M reactions from USPTO patents (1976-2016). Task: Predict the product of the given reaction. (1) Given the reactants [NH2:1][C:2]1[CH:7]=[CH:6][C:5]([N:8]2[CH2:12][C@H:11]([CH2:13][NH:14][C:15](=[O:17])[CH3:16])[O:10][C:9]2=[O:18])=[CH:4][C:3]=1[F:19].[N:20]([O-])=O.[Na+].Cl[Sn]Cl, predict the reaction product. The product is: [F:19][C:3]1[CH:4]=[C:5]([N:8]2[CH2:12][C@H:11]([CH2:13][NH:14][C:15](=[O:17])[CH3:16])[O:10][C:9]2=[O:18])[CH:6]=[CH:7][C:2]=1[NH:1][NH2:20]. (2) Given the reactants [NH2:1][C:2]1[CH:3]=[CH:4][C:5]([F:18])=[C:6]([C@:8]2([CH3:17])[C:13]([F:15])([F:14])[CH2:12][O:11][C:10]([NH2:16])=[N:9]2)[CH:7]=1.[C:19](O)(=[O:21])[CH3:20], predict the reaction product. The product is: [NH2:16][C:10]1[O:11][CH2:12][C:13]([F:14])([F:15])[C@:8]([C:6]2[CH:7]=[C:2]([NH:1][C:19](=[O:21])[CH3:20])[CH:3]=[CH:4][C:5]=2[F:18])([CH3:17])[N:9]=1. (3) Given the reactants [CH2:1]([O:4][CH2:5][CH2:6][O:7][CH2:8][CH2:9][O:10][CH2:11][CH2:12][O:13][CH2:14][CH2:15][OH:16])[CH:2]=[CH2:3].[C:17]1(=[O:23])[O:22][C:20](=[O:21])[CH2:19][CH2:18]1.N1C=CC=CC=1.Cl, predict the reaction product. The product is: [CH2:1]([O:4][CH2:5][CH2:6][O:7][CH2:8][CH2:9][O:10][CH2:11][CH2:12][O:13][CH2:14][CH2:15][O:16][C:17](=[O:23])[CH2:18][CH2:19][C:20]([OH:22])=[O:21])[CH:2]=[CH2:3]. (4) Given the reactants [CH3:1][O:2][CH2:3][O:4][C:5]1[CH:10]=[CH:9][CH:8]=[CH:7][CH:6]=1.[C:11]1([S:17]([C:19]2[CH:24]=[CH:23][CH:22]=[CH:21][CH:20]=2)=O)[CH:16]=[CH:15][CH:14]=[CH:13][CH:12]=1.C(=O)=O.CC(C)=O.[F:32][C:33]([F:46])([F:45])[S:34]([O:37]S(C(F)(F)F)(=O)=O)(=[O:36])=[O:35], predict the reaction product. The product is: [F:32][C:33]([F:46])([F:45])[S:34]([O-:37])(=[O:36])=[O:35].[C:19]1([S+:17]([C:11]2[CH:12]=[CH:13][CH:14]=[CH:15][CH:16]=2)[C:8]2[CH:9]=[CH:10][C:5]([O:4][CH2:3][O:2][CH3:1])=[CH:6][CH:7]=2)[CH:20]=[CH:21][CH:22]=[CH:23][CH:24]=1. (5) Given the reactants [CH3:1][C@@:2]12[C@H:11]3[CH2:12][CH2:13][C@@:14]4([CH3:20])[C@H:18]([C@@H:10]3[CH2:9][CH:8]=[C:7]1[NH:6][C:5](=[O:21])[CH2:4][CH2:3]2)[CH2:17][CH2:16][C:15]4=[O:19].[H-].[Na+].Cl[CH2:25][C:26]([N:28]([CH3:30])[CH3:29])=[O:27], predict the reaction product. The product is: [CH3:1][C@@:2]12[C@H:11]3[CH2:12][CH2:13][C@@:14]4([CH3:20])[C@H:18]([C@@H:10]3[CH2:9][CH:8]=[C:7]1[N:6]([CH2:25][C:26]([N:28]([CH3:30])[CH3:29])=[O:27])[C:5](=[O:21])[CH2:4][CH2:3]2)[CH2:17][CH2:16][C:15]4=[O:19].